Dataset: Reaction yield outcomes from USPTO patents with 853,638 reactions. Task: Predict the reaction yield, written as a fraction of the theoretical maximum amount of product (1.0 means a 100% yield; for example, 0.34 means a 34% yield). The reactants are [Si]([O:18][CH2:19][C:20]([C:23]1[S:24][C:25]([C:28]2[CH:29]=[C:30]([NH:34][C:35]3[N:40]=[C:39]([C:41]([F:44])([F:43])[F:42])[CH:38]=[CH:37][N:36]=3)[CH:31]=[CH:32][CH:33]=2)=[CH:26][N:27]=1)([CH3:22])[CH3:21])(C(C)(C)C)(C1C=CC=CC=1)C1C=CC=CC=1.CCCC[N+](CCCC)(CCCC)CCCC.[F-]. The catalyst is C1COCC1. The product is [CH3:22][C:20]([C:23]1[S:24][C:25]([C:28]2[CH:33]=[CH:32][CH:31]=[C:30]([NH:34][C:35]3[N:40]=[C:39]([C:41]([F:44])([F:42])[F:43])[CH:38]=[CH:37][N:36]=3)[CH:29]=2)=[CH:26][N:27]=1)([CH3:21])[CH2:19][OH:18]. The yield is 0.790.